Dataset: NCI-60 drug combinations with 297,098 pairs across 59 cell lines. Task: Regression. Given two drug SMILES strings and cell line genomic features, predict the synergy score measuring deviation from expected non-interaction effect. (1) Drug 1: CCC(=C(C1=CC=CC=C1)C2=CC=C(C=C2)OCCN(C)C)C3=CC=CC=C3.C(C(=O)O)C(CC(=O)O)(C(=O)O)O. Drug 2: B(C(CC(C)C)NC(=O)C(CC1=CC=CC=C1)NC(=O)C2=NC=CN=C2)(O)O. Cell line: UACC-257. Synergy scores: CSS=63.0, Synergy_ZIP=9.95, Synergy_Bliss=9.61, Synergy_Loewe=-19.6, Synergy_HSA=10.1. (2) Synergy scores: CSS=33.6, Synergy_ZIP=-10.3, Synergy_Bliss=-2.71, Synergy_Loewe=-3.55, Synergy_HSA=0.932. Drug 2: C(CC(=O)O)C(=O)CN.Cl. Drug 1: CS(=O)(=O)CCNCC1=CC=C(O1)C2=CC3=C(C=C2)N=CN=C3NC4=CC(=C(C=C4)OCC5=CC(=CC=C5)F)Cl. Cell line: NCI-H322M. (3) Drug 1: C(=O)(N)NO. Drug 2: COC1=C2C(=CC3=C1OC=C3)C=CC(=O)O2. Cell line: TK-10. Synergy scores: CSS=-0.656, Synergy_ZIP=-1.40, Synergy_Bliss=-2.67, Synergy_Loewe=0.816, Synergy_HSA=-1.31.